From a dataset of Full USPTO retrosynthesis dataset with 1.9M reactions from patents (1976-2016). Predict the reactants needed to synthesize the given product. (1) Given the product [C:6]([OH:8])(=[O:7])[CH:5]=[CH2:4].[NH2:58][C:1]([O:10][CH2:13][CH3:17])=[O:9], predict the reactants needed to synthesize it. The reactants are: [C:1]([OH:10])(=[O:9])CC[CH2:4][CH2:5][C:6]([OH:8])=[O:7].OC[C:13]([CH3:17])(CO)C.C(OCCO)(=O)C=C.COC1C=CC(O)=CC=1.C(C1C=C(C)C=C(C(C)(C)C)C=1O)(C)(C)C.C([O-])(=O)C.[Cs+].O=C=[N:58]C1CC(C)(C)CC(C)(CN=C=O)C1.[N-]=C=O. (2) Given the product [CH3:25][C:26]1[CH:31]=[C:30]([C:2]2[C:3]([O:8][C:9]3[CH:14]=[CH:13][C:12]([NH:15][C:16]4[S:17][C:18]5[CH:24]=[CH:23][CH:22]=[CH:21][C:19]=5[N:20]=4)=[CH:11][CH:10]=3)=[N:4][CH:5]=[CH:6][N:7]=2)[CH:29]=[CH:28][N:27]=1, predict the reactants needed to synthesize it. The reactants are: Cl[C:2]1[C:3]([O:8][C:9]2[CH:14]=[CH:13][C:12]([NH:15][C:16]3[S:17][C:18]4[CH:24]=[CH:23][CH:22]=[CH:21][C:19]=4[N:20]=3)=[CH:11][CH:10]=2)=[N:4][CH:5]=[CH:6][N:7]=1.[CH3:25][C:26]1[CH:31]=[C:30](B(O)O)[CH:29]=[CH:28][N:27]=1.C(=O)([O-])[O-].[Na+].[Na+]. (3) Given the product [OH:32][CH:31]([C:30]1[CH:33]=[CH:34][C:35]([O:36][CH3:37])=[C:28]([CH:25]([CH3:27])[CH3:26])[CH:29]=1)[C:2]1[C:7]([CH3:8])=[CH:6][C:5]([NH:9][C:10](=[O:16])[O:11][C:12]([CH3:15])([CH3:14])[CH3:13])=[CH:4][C:3]=1[CH3:17], predict the reactants needed to synthesize it. The reactants are: Br[C:2]1[C:7]([CH3:8])=[CH:6][C:5]([NH:9][C:10](=[O:16])[O:11][C:12]([CH3:15])([CH3:14])[CH3:13])=[CH:4][C:3]=1[CH3:17].C[Li].C([Li])(C)(C)C.[CH:25]([C:28]1[CH:29]=[C:30]([CH:33]=[CH:34][C:35]=1[O:36][CH3:37])[CH:31]=[O:32])([CH3:27])[CH3:26]. (4) Given the product [CH:27]([N:30]1[CH2:5][CH2:4][N:3]([CH2:2][O:36][C:49]([C:19]2[CH:18]=[CH:17][C:16]([N+:13]([O-:15])=[O:14])=[CH:26][CH:25]=2)=[O:50])[CH2:12][CH2:35]1)([CH3:29])[CH3:28], predict the reactants needed to synthesize it. The reactants are: Cl.[CH3:2][N:3]([CH3:12])[CH2:4][CH2:5]CN=C=NCC.[N+:13]([C:16]1[CH:26]=[CH:25][C:19](OCC(O)=O)=[CH:18][CH:17]=1)([O-:15])=[O:14].[CH:27]([N:30]1[CH2:35]CNCC1)([CH3:29])[CH3:28].[OH:36]N1C2C=CC=CC=2N=N1.CN([CH:49]=[O:50])C. (5) Given the product [OH:1][C:2]1[CH:3]=[CH:4][C:5]([C:6]([NH:11][C:12]2[CH:17]=[CH:16][CH:15]=[CH:14][CH:13]=2)=[O:8])=[CH:9][CH:10]=1, predict the reactants needed to synthesize it. The reactants are: [OH:1][C:2]1[CH:10]=[CH:9][C:5]([C:6]([OH:8])=O)=[CH:4][CH:3]=1.[NH2:11][C:12]1[CH:17]=[CH:16][CH:15]=[CH:14][CH:13]=1.CCN=C=NCCCN(C)C. (6) Given the product [CH3:27][O:28][C:29]1[CH:30]=[C:31]([CH:34]=[C:35]([O:37][CH3:38])[CH:36]=1)[CH2:21][NH:17][C:15]1[C:14]2=[C:22]([CH3:26])[N:23]=[C:24]([CH3:25])[N:13]2[N:12]=[C:11]([C:5]2[CH:6]=[CH:7][C:8]([O:9][CH3:10])=[C:3]([O:2][CH3:1])[CH:4]=2)[N:16]=1, predict the reactants needed to synthesize it. The reactants are: [CH3:1][O:2][C:3]1[CH:4]=[C:5]([C:11]2[N:16]=[C:15]([N:17]3[CH:21]=NC=N3)[C:14]3=[C:22]([CH3:26])[N:23]=[C:24]([CH3:25])[N:13]3[N:12]=2)[CH:6]=[CH:7][C:8]=1[O:9][CH3:10].[CH3:27][O:28][C:29]1[CH:30]=[C:31]([CH:34]=[C:35]([O:37][CH3:38])[CH:36]=1)CN.